Dataset: Catalyst prediction with 721,799 reactions and 888 catalyst types from USPTO. Task: Predict which catalyst facilitates the given reaction. (1) Reactant: [CH:1]([C:4]1[CH:9]=[CH:8][C:7]([C:10]2[CH:11]=[C:12]([CH2:26][C:27]([OH:29])=[O:28])[CH:13]=[CH:14][C:15]=2C2C=CC(C(F)(F)F)=CC=2)=[CH:6][CH:5]=1)([CH3:3])[CH3:2].N1C=CC=C[CH:31]=1.[S:36]([O:43]S(C(F)(F)F)(=O)=O)([C:39]([F:42])([F:41])[F:40])(=[O:38])=[O:37].O. Product: [CH:1]([C:4]1[CH:5]=[CH:6][C:7]([C:10]2[C:15]([O:43][S:36]([C:39]([F:42])([F:41])[F:40])(=[O:38])=[O:37])=[CH:14][CH:13]=[C:12]([CH2:26][C:27]([O:29][CH3:31])=[O:28])[CH:11]=2)=[CH:8][CH:9]=1)([CH3:3])[CH3:2]. The catalyst class is: 4. (2) Reactant: [Cl:1][C:2]1[CH:7]=[CH:6][CH:5]=[C:4]([F:8])[C:3]=1[C:9]1[C:13]([C:14]([O:16][CH3:17])=[O:15])=[C:12]([C:18]([C:23](=O)[C:24]([F:27])([F:26])[F:25])=[CH:19][N:20](C)C)[O:11][N:10]=1.[Cl:29][C:30]1[CH:35]=[CH:34][C:33]([C:36]2[C:40]([C:41]([O:43][CH3:44])=[O:42])=[C:39]([NH:45]N)[O:38][N:37]=2)=[CH:32][CH:31]=1. Product: [Cl:1][C:2]1[CH:7]=[CH:6][CH:5]=[C:4]([F:8])[C:3]=1[C:9]1[C:13]([C:14]([O:16][CH3:17])=[O:15])=[C:12]([C:18]2[CH:19]=[N:20][N:45]([C:39]3[O:38][N:37]=[C:36]([C:33]4[CH:32]=[CH:31][C:30]([Cl:29])=[CH:35][CH:34]=4)[C:40]=3[C:41]([O:43][CH3:44])=[O:42])[C:23]=2[C:24]([F:25])([F:26])[F:27])[O:11][N:10]=1. The catalyst class is: 8. (3) Reactant: [C:1]([O:5][C:6](=[O:36])[NH:7][CH2:8][CH2:9][CH2:10][NH:11][C:12]([C:14]1[N:15]([CH3:35])[C:16]2[C:24]([CH:25]=1)=[C:23]1[C:19]([C:20](=[O:27])[NH:21][C:22]1=[O:26])=[C:18]([C:28]1[CH:33]=[CH:32][CH:31]=[CH:30][C:29]=1[Cl:34])[CH:17]=2)=[O:13])([CH3:4])([CH3:3])[CH3:2].[Br:37]N1C(=O)CCC1=O.C(OCC)(=O)C. Product: [C:1]([O:5][C:6](=[O:36])[NH:7][CH2:8][CH2:9][CH2:10][NH:11][C:12]([C:14]1[N:15]([CH3:35])[C:16]2[C:24]([C:25]=1[Br:37])=[C:23]1[C:19]([C:20](=[O:27])[NH:21][C:22]1=[O:26])=[C:18]([C:28]1[CH:33]=[CH:32][CH:31]=[CH:30][C:29]=1[Cl:34])[CH:17]=2)=[O:13])([CH3:4])([CH3:3])[CH3:2]. The catalyst class is: 1. (4) Reactant: C([O:3][C:4](=[O:14])[CH:5]([CH3:13])[NH:6][CH:7]1[CH2:12][CH2:11][CH2:10][CH2:9][CH2:8]1)C.[OH-].[Na+]. Product: [CH:7]1([NH:6][CH:5]([C:4]([OH:14])=[O:3])[CH3:13])[CH2:12][CH2:11][CH2:10][CH2:9][CH2:8]1. The catalyst class is: 1. (5) Reactant: [CH2:1]([O:3][C:4](=[O:25])[C:5]([CH3:24])([CH3:23])[CH2:6][N:7]([C:13]1[C:18]([N+:19]([O-])=O)=[CH:17][N:16]=[C:15]([Cl:22])[N:14]=1)[CH:8]1[CH2:12][CH2:11][CH2:10][CH2:9]1)[CH3:2].[NH4+].[Cl-]. Product: [CH2:1]([O:3][C:4](=[O:25])[C:5]([CH3:24])([CH3:23])[CH2:6][N:7]([C:13]1[C:18]([NH2:19])=[CH:17][N:16]=[C:15]([Cl:22])[N:14]=1)[CH:8]1[CH2:12][CH2:11][CH2:10][CH2:9]1)[CH3:2]. The catalyst class is: 186. (6) Reactant: [C:1]1([S:7]([N:10]2[C:18]3[C:13](=[CH:14][C:15]([C:19](O)=[O:20])=[CH:16][CH:17]=3)[CH:12]=[C:11]2[C:22]2[C:27]([F:28])=[CH:26][CH:25]=[CH:24][C:23]=2[F:29])(=[O:9])=[O:8])[CH:6]=[CH:5][CH:4]=[CH:3][CH:2]=1.CCN=C=NCCC[N:38]([CH3:40])C.C(N(CC)CC)C.CN([CH:51]=[O:52])C. Product: [CH3:51][O:52][N:38]([CH3:40])[C:19]([C:15]1[CH:14]=[C:13]2[C:18](=[CH:17][CH:16]=1)[N:10]([S:7]([C:1]1[CH:6]=[CH:5][CH:4]=[CH:3][CH:2]=1)(=[O:9])=[O:8])[C:11]([C:22]1[C:27]([F:28])=[CH:26][CH:25]=[CH:24][C:23]=1[F:29])=[CH:12]2)=[O:20]. The catalyst class is: 142. (7) Reactant: [CH3:1][C:2]1[CH:7]=[CH:6][C:5]([S:8]([O:11][C:12]2[C:16]3[CH:17]=[C:18]([CH:21]4[CH2:26][CH2:25][N:24](C(OC(C)(C)C)=O)[CH2:23][CH2:22]4)[CH:19]=[CH:20][C:15]=3[O:14][N:13]=2)(=[O:10])=[O:9])=[CH:4][CH:3]=1.[ClH:34]. Product: [ClH:34].[CH3:1][C:2]1[CH:7]=[CH:6][C:5]([S:8]([O:11][C:12]2[C:16]3[CH:17]=[C:18]([CH:21]4[CH2:26][CH2:25][NH:24][CH2:23][CH2:22]4)[CH:19]=[CH:20][C:15]=3[O:14][N:13]=2)(=[O:9])=[O:10])=[CH:4][CH:3]=1. The catalyst class is: 12.